Dataset: Full USPTO retrosynthesis dataset with 1.9M reactions from patents (1976-2016). Task: Predict the reactants needed to synthesize the given product. (1) Given the product [Cl:17][C:14]1[CH:15]=[CH:16][C:11]([CH2:10][NH:9][C:5]2[CH:4]=[CH:3][C:2]([CH2:21][C:20]3[C:19]4[C:18](=[N:56][CH:55]=[C:54]([Cl:60])[CH:53]=4)[NH:39][CH:38]=3)=[C:7]([F:8])[N:6]=2)=[CH:12][CH:13]=1, predict the reactants needed to synthesize it. The reactants are: Br[C:2]1[CH:3]=[CH:4][C:5]([NH:9][CH2:10][C:11]2[CH:16]=[CH:15][C:14]([Cl:17])=[CH:13][CH:12]=2)=[N:6][C:7]=1[F:8].[CH2:18]([Li])[CH2:19][CH2:20][CH3:21].Cl[Si](C)(C)CC[Si](Cl)(C)C.C([Li])(C)(C)C.[C:38]([Cu])#[N:39].C(OC([N:56]1C2[CH:53]=[CH:54][C:55](Cl)=[N:56][C:53]=2[C:54](CCl)=[CH:55]1)=O)(C)(C)C.[ClH:60].N. (2) Given the product [CH:1]1([S:7]([C:8]2[CH:15]=[CH:14][CH:13]=[CH:12][C:9]=2[CH:10]=[O:11])(=[O:24])=[O:27])[CH2:6][CH2:5][CH2:4][CH2:3][CH2:2]1, predict the reactants needed to synthesize it. The reactants are: [CH:1]1([S:7][C:8]2[CH:15]=[CH:14][CH:13]=[CH:12][C:9]=2[CH:10]=[O:11])[CH2:6][CH2:5][CH2:4][CH2:3][CH2:2]1.C1C=C(Cl)C=C(C(OO)=[O:24])C=1.[OH-:27].[Na+]. (3) Given the product [CH3:8][C:6]1[NH:7][C:2]2=[N:3][CH:4]=[CH:5][C:15]2=[C:14]([OH:13])[N:18]=1, predict the reactants needed to synthesize it. The reactants are: N[C:2]1[NH:3][C:4](=O)[C:5]2CC(C)[CH2:8][C:6]=2[N:7]=1.[O-:13][CH2:14][CH3:15].[Na+].C(C(CC(OCC)OCC)C(OCC)=O)#[N:18]. (4) The reactants are: [F:1][C:2]1([N:14]2[C:22](=[O:23])[C:21]3[C:16](=[CH:17][CH:18]=[CH:19][C:20]=3[N+:24]([O-])=O)[C:15]2=[O:27])[CH2:7][CH:6]([O:8][C:9](=[O:11])[CH3:10])[C:5](=[O:12])[NH:4][C:3]1=[O:13]. Given the product [NH2:24][C:20]1[CH:19]=[CH:18][CH:17]=[C:16]2[C:21]=1[C:22](=[O:23])[N:14]([C:2]1([F:1])[CH2:7][CH:6]([O:8][C:9](=[O:11])[CH3:10])[C:5](=[O:12])[NH:4][C:3]1=[O:13])[C:15]2=[O:27], predict the reactants needed to synthesize it.